This data is from Peptide-MHC class II binding affinity with 134,281 pairs from IEDB. The task is: Regression. Given a peptide amino acid sequence and an MHC pseudo amino acid sequence, predict their binding affinity value. This is MHC class II binding data. (1) The peptide sequence is PSSASPWSWPDLDLK. The MHC is HLA-DQA10201-DQB10303 with pseudo-sequence HLA-DQA10201-DQB10303. The binding affinity (normalized) is 0.524. (2) The peptide sequence is WVKVVEEKGFNPEVIPMF. The MHC is DRB1_0405 with pseudo-sequence DRB1_0405. The binding affinity (normalized) is 0. (3) The peptide sequence is AFKVAATAANAKPAN. The MHC is DRB1_0701 with pseudo-sequence DRB1_0701. The binding affinity (normalized) is 0.598. (4) The peptide sequence is KKLTIAYLVGSNMTQRV. The MHC is DRB1_0404 with pseudo-sequence DRB1_0404. The binding affinity (normalized) is 0.778.